From a dataset of Reaction yield outcomes from USPTO patents with 853,638 reactions. Predict the reaction yield, written as a fraction of the theoretical maximum amount of product (1.0 means a 100% yield; for example, 0.34 means a 34% yield). (1) The reactants are [CH3:1][C:2]([OH:5])([CH3:4])[CH3:3].[H-].[Na+].[CH2:8]([O:10][C:11](=[O:17])[CH2:12][C:13](=[O:16])[CH2:14]Cl)[CH3:9]. The catalyst is CN(C=O)C. The product is [CH2:8]([O:10][C:11](=[O:17])[CH2:12][C:13](=[O:16])[CH2:14][O:5][C:2]([CH3:4])([CH3:3])[CH3:1])[CH3:9]. The yield is 0.210. (2) The reactants are Br[C:2]1[CH:11]=[C:10]2[C:5]([CH:6]=[C:7]([NH:12][C:13]([CH:15]3[CH2:17][CH2:16]3)=[O:14])[N:8]=[CH:9]2)=[CH:4][CH:3]=1.[Cl:18][C:19]1[CH:20]=[C:21]([OH:25])[CH:22]=[CH:23][CH:24]=1.CC(C)(C(=O)CC(=O)C(C)(C)C)C.C(=O)([O-])[O-].[Cs+].[Cs+]. The catalyst is CN1CCCC1=O.ClCCl.[Cu]Cl. The product is [Cl:18][C:19]1[CH:20]=[C:21]([CH:22]=[CH:23][CH:24]=1)[O:25][C:2]1[CH:11]=[C:10]2[C:5]([CH:6]=[C:7]([NH:12][C:13]([CH:15]3[CH2:17][CH2:16]3)=[O:14])[N:8]=[CH:9]2)=[CH:4][CH:3]=1. The yield is 0.130.